Dataset: Reaction yield outcomes from USPTO patents with 853,638 reactions. Task: Predict the reaction yield, written as a fraction of the theoretical maximum amount of product (1.0 means a 100% yield; for example, 0.34 means a 34% yield). (1) The reactants are [Cl:1][C:2]1[CH:7]=[CH:6][C:5]([C:8]2[CH:9]([C:26]3[CH:42]=[CH:41][C:29]([O:30][CH2:31][C@@H:32]([N:34]4[CH2:38][CH2:37][C@@H:36]([CH2:39][F:40])[CH2:35]4)[CH3:33])=[CH:28][CH:27]=3)[O:10][C:11]3[C:16]([C:17]=2[CH3:18])=[CH:15][C:14]([O:19]C2CCCCO2)=[CH:13][CH:12]=3)=[CH:4][C:3]=1[F:43]. The yield is 0.580. The product is [Cl:1][C:2]1[CH:7]=[CH:6][C:5]([C:8]2[CH:9]([C:26]3[CH:42]=[CH:41][C:29]([O:30][CH2:31][C@@H:32]([N:34]4[CH2:38][CH2:37][C@@H:36]([CH2:39][F:40])[CH2:35]4)[CH3:33])=[CH:28][CH:27]=3)[O:10][C:11]3[C:16]([C:17]=2[CH3:18])=[CH:15][C:14]([OH:19])=[CH:13][CH:12]=3)=[CH:4][C:3]=1[F:43]. The catalyst is C(O)(=O)C.O. (2) The reactants are [CH3:1][C:2]([C:6]1[CH:11]=[CH:10][CH:9]=[CH:8][C:7]=1[CH3:12])([CH3:5])[CH:3]=O.[C-:13]#[N:14].[K+].Cl.[CH3:17][NH2:18]. The catalyst is CO.O. The product is [CH3:1][C:2]([C:6]1[CH:11]=[CH:10][CH:9]=[CH:8][C:7]=1[CH3:12])([CH3:5])[CH:3]([NH:18][CH3:17])[C:13]#[N:14]. The yield is 0.940. (3) The reactants are [C:1]([O:5][C:6](=[O:28])[C:7]1[CH:12]=[CH:11][C:10]([CH2:13][C:14]2[C:22]3[C:17](=[CH:18][C:19]([C:23]#[N:24])=[CH:20][CH:21]=3)[N:16](CC)[CH:15]=2)=[C:9]([Br:27])[CH:8]=1)([CH3:4])([CH3:3])[CH3:2].C[NH-].C(C1C=C2C(C=CN2)=CC=1)#N.CC(C)([O-:45])C.[K+]. The catalyst is C(O)(C)(C)C.C1COCC1.CCOC(C)=O. The product is [C:1]([O:5][C:6](=[O:28])[C:7]1[CH:12]=[CH:11][C:10]([CH:13]([C:14]2[C:22]3[C:17](=[CH:18][C:19]([C:23]#[N:24])=[CH:20][CH:21]=3)[NH:16][CH:15]=2)[OH:45])=[C:9]([Br:27])[CH:8]=1)([CH3:4])([CH3:3])[CH3:2]. The yield is 0.790. (4) The reactants are OC1C=CC(CNC(=O)C2C=CC(NC3C4N(C=CN=4)C(C4C=NNC=4)=CN=3)=CC=2)=CC=1.[Br:33][C:34]1[N:39]2[CH:40]=[CH:41][N:42]=[C:38]2[C:37](Br)=[N:36][CH:35]=1.[CH3:44][N:45]([CH2:47][C:48]1[N:49]=[N:50][N:51]([C:53]2[CH:58]=[CH:57][C:56]([NH2:59])=[CH:55][CH:54]=2)[CH:52]=1)[CH3:46].CC([O-])(C)C.[Na+].CC1(C)C2C(=C(P(C3C=CC=CC=3)C3C=CC=CC=3)C=CC=2)OC2C(P(C3C=CC=CC=3)C3C=CC=CC=3)=CC=CC1=2. The catalyst is C1C=CC(/C=C/C(/C=C/C2C=CC=CC=2)=O)=CC=1.C1C=CC(/C=C/C(/C=C/C2C=CC=CC=2)=O)=CC=1.C1C=CC(/C=C/C(/C=C/C2C=CC=CC=2)=O)=CC=1.[Pd].[Pd].C1(C)C=CC=CC=1. The product is [Br:33][C:34]1[N:39]2[CH:40]=[CH:41][N:42]=[C:38]2[C:37]([NH:59][C:56]2[CH:55]=[CH:54][C:53]([N:51]3[CH:52]=[C:48]([CH2:47][N:45]([CH3:46])[CH3:44])[N:49]=[N:50]3)=[CH:58][CH:57]=2)=[N:36][CH:35]=1. The yield is 0.360. (5) The reactants are [OH:1][C:2]1[CH:10]=[CH:9][C:5]([C:6]([OH:8])=[O:7])=[C:4]([CH3:11])[CH:3]=1.S(=O)(=O)(O)O.[CH3:17]O. No catalyst specified. The product is [CH3:17][O:7][C:6](=[O:8])[C:5]1[CH:9]=[CH:10][C:2]([OH:1])=[CH:3][C:4]=1[CH3:11]. The yield is 0.950.